Dataset: Full USPTO retrosynthesis dataset with 1.9M reactions from patents (1976-2016). Task: Predict the reactants needed to synthesize the given product. (1) Given the product [CH3:7][O:8][C:9]1[CH:10]=[CH:11][C:12]([CH2:13][N:14]2[CH2:19][CH2:18][NH:17][CH2:16][C:15]2([CH3:22])[CH3:21])=[CH:23][CH:24]=1, predict the reactants needed to synthesize it. The reactants are: [H-].[H-].[H-].[H-].[Li+].[Al+3].[CH3:7][O:8][C:9]1[CH:24]=[CH:23][C:12]([CH2:13][N:14]2[CH2:19][CH2:18][NH:17][C:16](=O)[C:15]2([CH3:22])[CH3:21])=[CH:11][CH:10]=1. (2) The reactants are: [C:1]([O:15]CCO)(=O)[C:2]1[CH:13]=[CH:12][C:5]([C:6]([O:8]CCO)=O)=[CH:4][CH:3]=1.[Na+].[NH2:20][CH2:21][CH2:22][CH2:23][CH2:24][CH2:25][C:26]([O-:28])=[O:27].[CH2:29]([OH:32])[CH2:30]O.S(=O)(=O)(O)O.[OH2:38]. Given the product [C:26]([CH2:25][CH2:24][CH2:23][CH2:22][CH2:21][NH:20][C:6](=[O:8])[C:5]1[CH:4]=[CH:3][C:2]([C:1]([NH:20][CH2:21][CH2:22][CH2:23][CH2:24][CH2:30][C:29]([OH:32])=[O:38])=[O:15])=[CH:13][CH:12]=1)([OH:28])=[O:27], predict the reactants needed to synthesize it. (3) Given the product [F:28][C:29]1[CH:35]=[C:34]([F:36])[CH:33]=[CH:32][C:30]=1[NH:31][C:2]1[C:11]2[C:6](=[CH:7][C:8]([O:19][CH:20]([CH3:22])[CH3:21])=[C:9]([N:12]3[CH2:17][CH2:16][N:15]([CH3:18])[CH2:14][CH2:13]3)[CH:10]=2)[N:5]=[CH:4][C:3]=1[C:23]([O:25][CH2:26][CH3:27])=[O:24], predict the reactants needed to synthesize it. The reactants are: Cl[C:2]1[C:11]2[C:6](=[CH:7][C:8]([O:19][CH:20]([CH3:22])[CH3:21])=[C:9]([N:12]3[CH2:17][CH2:16][N:15]([CH3:18])[CH2:14][CH2:13]3)[CH:10]=2)[N:5]=[CH:4][C:3]=1[C:23]([O:25][CH2:26][CH3:27])=[O:24].[F:28][C:29]1[CH:35]=[C:34]([F:36])[CH:33]=[CH:32][C:30]=1[NH2:31].C(O)(=O)C.C([O-])(O)=O.[Na+]. (4) Given the product [Cl:1][C:2]1[C:3]([SH:23])=[N:4][CH:5]=[C:6]([C:12]=1[NH:13][C:14]1[CH:19]=[CH:18][C:17]([F:20])=[CH:16][C:15]=1[CH3:21])[C:7]([O:9][CH2:10][CH3:11])=[O:8], predict the reactants needed to synthesize it. The reactants are: [Cl:1][C:2]1[C:3](Cl)=[N:4][CH:5]=[C:6]([C:12]=1[NH:13][C:14]1[CH:19]=[CH:18][C:17]([F:20])=[CH:16][C:15]=1[CH3:21])[C:7]([O:9][CH2:10][CH3:11])=[O:8].[SH2:23].[Na].[Cl-].[Na+]. (5) Given the product [C:1]([NH:5][C:6]([NH:8][CH2:9][C:10]([CH3:32])([CH3:31])[CH:11]([C:15]1[CH:16]=[C:17]2[C:21](=[CH:22][CH:23]=1)[N:20]([C:24]1[CH:29]=[CH:28][C:27]([F:30])=[CH:26][CH:25]=1)[N:19]=[CH:18]2)[CH2:12][CH2:13][CH2:14][OH:42])=[O:7])([CH3:2])([CH3:3])[CH3:4], predict the reactants needed to synthesize it. The reactants are: [C:1]([NH:5][C:6]([NH:8][CH2:9][C:10]([CH3:32])([CH3:31])[CH:11]([C:15]1[CH:16]=[C:17]2[C:21](=[CH:22][CH:23]=1)[N:20]([C:24]1[CH:29]=[CH:28][C:27]([F:30])=[CH:26][CH:25]=1)[N:19]=[CH:18]2)[CH2:12][CH:13]=[CH2:14])=[O:7])([CH3:4])([CH3:3])[CH3:2].B1C2CCCC1CCC2.[OH-:42].[Na+].OO.